Dataset: Full USPTO retrosynthesis dataset with 1.9M reactions from patents (1976-2016). Task: Predict the reactants needed to synthesize the given product. (1) Given the product [Br:1][C:2]1[S:6][C:5]2=[C:7]([CH:10]=[O:11])[N:8]=[CH:9][N:4]2[CH:3]=1, predict the reactants needed to synthesize it. The reactants are: [Br:1][C:2]1[S:6][C:5]2=[C:7]([CH2:10][OH:11])[N:8]=[CH:9][N:4]2[CH:3]=1.C[N+]1([O-])CCOCC1. (2) Given the product [OH:1][C:2]1[C:3]([C:12](=[O:15])[CH2:13][CH3:14])=[CH:4][CH:5]=[C:6]2[C:7]=1[CH:11]=[CH:10][CH2:9][O:8]2, predict the reactants needed to synthesize it. The reactants are: [OH:1][C:2]1[CH:7]=[C:6]([O:8][CH2:9][C:10]#[CH:11])[CH:5]=[CH:4][C:3]=1[C:12](=[O:15])[CH2:13][CH3:14]. (3) Given the product [CH3:20][O:21][C:22]1[CH:27]=[CH:26][C:25]([C@@H:28]([NH:30][C:3]2[S:4]/[C:5](=[CH:9]\[C:10]3[CH:11]=[C:12]4[C:17](=[CH:18][CH:19]=3)[N:16]=[CH:15][CH:14]=[CH:13]4)/[C:6](=[O:8])[N:7]=2)[CH3:29])=[CH:24][CH:23]=1, predict the reactants needed to synthesize it. The reactants are: CS[C:3]1[S:4]/[C:5](=[CH:9]\[C:10]2[CH:11]=[C:12]3[C:17](=[CH:18][CH:19]=2)[N:16]=[CH:15][CH:14]=[CH:13]3)/[C:6](=[O:8])[N:7]=1.[CH3:20][O:21][C:22]1[CH:27]=[CH:26][C:25]([C@@H:28]([NH2:30])[CH3:29])=[CH:24][CH:23]=1.CCN(C(C)C)C(C)C. (4) Given the product [CH2:2]([C:9]1[CH:14]=[C:13]([CH3:15])[N:12]=[C:11]([NH:16][CH:17]2[CH2:22][CH2:21][N:20]([C:27]3[S:26][N:25]=[C:24]([Cl:23])[N:28]=3)[CH2:19][CH2:18]2)[N:10]=1)[C:3]1[CH:4]=[CH:5][CH:6]=[CH:7][CH:8]=1, predict the reactants needed to synthesize it. The reactants are: Cl.[CH2:2]([C:9]1[CH:14]=[C:13]([CH3:15])[N:12]=[C:11]([NH:16][CH:17]2[CH2:22][CH2:21][NH:20][CH2:19][CH2:18]2)[N:10]=1)[C:3]1[CH:8]=[CH:7][CH:6]=[CH:5][CH:4]=1.[Cl:23][C:24]1[N:28]=[C:27](Cl)[S:26][N:25]=1.C(N(CC)C(C)C)(C)C. (5) Given the product [CH:1]12[CH2:10][CH:5]3[CH2:6][CH:7]([CH2:9][CH:3]([CH2:4]3)[CH:2]1[NH:11][C:12]([C:14]1[CH:15]=[N:16][N:17]([C:20]3[CH:25]=[CH:24][CH:23]=[CH:22][CH:21]=3)[C:18]=1[NH:31][CH2:30][CH2:29][CH2:28][O:27][CH3:26])=[O:13])[CH2:8]2, predict the reactants needed to synthesize it. The reactants are: [CH:1]12[CH2:10][CH:5]3[CH2:6][CH:7]([CH2:9][CH:3]([CH2:4]3)[CH:2]1[NH:11][C:12]([C:14]1[CH:15]=[N:16][N:17]([C:20]3[CH:25]=[CH:24][CH:23]=[CH:22][CH:21]=3)[C:18]=1Cl)=[O:13])[CH2:8]2.[CH3:26][O:27][CH2:28][CH2:29][CH2:30][NH2:31]. (6) The reactants are: Br[C:2]1[C:11]2[O:10][CH:9]([CH3:12])[C:8](=[O:13])[NH:7][C:6]=2[CH:5]=[CH:4][CH:3]=1.[CH3:14][C:15]1[CH:20]=[C:19]([CH3:21])[CH:18]=[CH:17][C:16]=1B(O)O.C(=O)([O-])[O-].[Na+].[Na+]. Given the product [CH3:14][C:15]1[CH:20]=[C:19]([CH3:21])[CH:18]=[CH:17][C:16]=1[C:2]1[C:11]2[O:10][CH:9]([CH3:12])[C:8](=[O:13])[NH:7][C:6]=2[CH:5]=[CH:4][CH:3]=1, predict the reactants needed to synthesize it. (7) Given the product [CH3:80][O:79][C:77]1[CH:78]=[C:73]([O:72][CH2:69][C:70]#[CH:71])[CH:74]=[C:75]([O:85][CH3:86])[C:76]=1[S:81]([O:16][CH2:17][C:18]([OH:68])([CH3:67])[C:19](=[O:66])[C@H:20]([CH2:62][CH:63]([CH3:64])[CH3:65])[NH:21][C:22](=[O:61])[C@H:23]([CH2:54][C:55]1[CH:60]=[CH:59][CH:58]=[CH:57][CH:56]=1)[NH:24][C:25](=[O:53])[C@H:26]([CH2:49][CH:50]([CH3:52])[CH3:51])[NH:27][C:28](=[O:48])[C@H:29]([CH2:40][CH2:41][C:42]1[CH:47]=[CH:46][CH:45]=[CH:44][CH:43]=1)[NH:30][C:31](=[O:39])[CH2:32][N:33]1[CH2:38][CH2:37][O:36][CH2:35][CH2:34]1)(=[O:83])=[O:82], predict the reactants needed to synthesize it. The reactants are: C(NC(C1C=C(S([O:16][CH2:17][C@:18]([OH:68])([CH3:67])[C:19](=[O:66])[C@H:20]([CH2:62][CH:63]([CH3:65])[CH3:64])[NH:21][C:22](=[O:61])[C@H:23]([CH2:54][C:55]2[CH:60]=[CH:59][CH:58]=[CH:57][CH:56]=2)[NH:24][C:25](=[O:53])[C@H:26]([CH2:49][CH:50]([CH3:52])[CH3:51])[NH:27][C:28](=[O:48])[C@H:29]([CH2:40][CH2:41][C:42]2[CH:47]=[CH:46][CH:45]=[CH:44][CH:43]=2)[NH:30][C:31](=[O:39])[CH2:32][N:33]2[CH2:38][CH2:37][O:36][CH2:35][CH2:34]2)(=O)=O)C=CC=1)=O)C#C.[CH2:69]([O:72][C:73]1[CH:78]=[C:77]([O:79][CH3:80])[C:76]([S:81](Cl)(=[O:83])=[O:82])=[C:75]([O:85][CH3:86])[CH:74]=1)[C:70]#[CH:71].OC[C@](O)(C)C(=O)[C@@H](NC(=O)[C@@H](NC(=O)[C@@H](NC(=O)[C@@H](NC(=O)CN1CCOCC1)CCC1C=CC=CC=1)CC(C)C)CC1C=CC=CC=1)CC(C)C.